From a dataset of Reaction yield outcomes from USPTO patents with 853,638 reactions. Predict the reaction yield, written as a fraction of the theoretical maximum amount of product (1.0 means a 100% yield; for example, 0.34 means a 34% yield). (1) The reactants are [Cl:1][C:2]1[CH:9]=[C:8]([O:10][CH2:11][CH2:12][CH2:13][N:14]2[CH2:19][CH2:18][N:17]([CH3:20])[CH2:16][CH2:15]2)[CH:7]=[CH:6][C:3]=1[CH:4]=O.[F:21][C:22]([F:33])([F:32])[O:23][C:24]1[CH:25]=[C:26]([NH2:31])[C:27]([NH2:30])=[CH:28][CH:29]=1. No catalyst specified. The product is [Cl:1][C:2]1[CH:9]=[C:8]([O:10][CH2:11][CH2:12][CH2:13][N:14]2[CH2:19][CH2:18][N:17]([CH3:20])[CH2:16][CH2:15]2)[CH:7]=[CH:6][C:3]=1[C:4]1[NH:30][C:27]2[CH:28]=[CH:29][C:24]([O:23][C:22]([F:21])([F:32])[F:33])=[CH:25][C:26]=2[N:31]=1. The yield is 0.230. (2) The reactants are [Cl:1][C:2]1[CH:7]=[CH:6][C:5]([Cl:8])=[CH:4][C:3]=1[NH:9][C:10]1[N:15]2[N:16]=[CH:17][C:18]([S:19]([NH2:22])(=[O:21])=[O:20])=[C:14]2[N:13]=[CH:12][C:11]=1[C:23]([N:25]1[CH2:30][CH2:29][CH:28]([C:31]2[CH:36]=[CH:35][C:34]([F:37])=[CH:33][CH:32]=2)[CH2:27][CH2:26]1)=[O:24].[C:38](O)(=[O:40])[CH3:39]. No catalyst specified. The product is [Cl:1][C:2]1[CH:7]=[CH:6][C:5]([Cl:8])=[CH:4][C:3]=1[NH:9][C:10]1[N:15]2[N:16]=[CH:17][C:18]([S:19]([NH:22][C:38](=[O:40])[CH3:39])(=[O:21])=[O:20])=[C:14]2[N:13]=[CH:12][C:11]=1[C:23]([N:25]1[CH2:30][CH2:29][CH:28]([C:31]2[CH:32]=[CH:33][C:34]([F:37])=[CH:35][CH:36]=2)[CH2:27][CH2:26]1)=[O:24]. The yield is 0.640. (3) The reactants are [CH3:1][O:2][C:3]1[CH:8]=[C:7]([O:9][CH3:10])[CH:6]=[CH:5][C:4]=1[C:11](=[O:18])[CH2:12][C:13]([O:15][CH2:16][CH3:17])=[O:14].[CH3:19][O:20][C:21]1[CH:22]=[C:23](O)[CH:24]=[CH:25][C:26]=1[O:27][CH3:28]. No catalyst specified. The product is [CH3:1][O:2][C:3]1[CH:8]=[C:7]([O:9][CH3:10])[CH:6]=[CH:5][C:4]=1[C:11]1[O:18][C:23]2[CH:22]=[C:21]([O:20][CH3:19])[C:26]([O:27][CH3:28])=[CH:25][C:24]=2[C:12]=1[C:13]([O:15][CH2:16][CH3:17])=[O:14]. The yield is 0.530. (4) The yield is 0.300. The catalyst is ClCCl.C1(C)C=CC=CC=1. The reactants are C(OC(=O)[N:7]([CH2:36][CH3:37])[CH2:8][C:9]1[CH:10]=[N:11][CH:12]=[C:13]([C:16]2[CH:17]=[C:18]3[C:22](=[CH:23][CH:24]=2)[N:21](C2CCCCO2)[N:20]=[C:19]3[C:31]2[NH:35][N:34]=[N:33][N:32]=2)[C:14]=1[CH3:15])(C)(C)C.C([SiH](CC)CC)C.FC(F)(F)C(O)=O. The product is [CH2:36]([NH:7][CH2:8][C:9]1[CH:10]=[N:11][CH:12]=[C:13]([C:16]2[CH:17]=[C:18]3[C:22](=[CH:23][CH:24]=2)[NH:21][N:20]=[C:19]3[C:31]2[NH:35][N:34]=[N:33][N:32]=2)[C:14]=1[CH3:15])[CH3:37]. (5) The reactants are [CH2:1]([O:3][C:4]([C:6]1[S:10][C:9]([NH2:11])=[N:8][CH:7]=1)=[O:5])[CH3:2].[C:12]([O:16][C:17]([O:19]C(OC(C)(C)C)=O)=[O:18])([CH3:15])([CH3:14])[CH3:13].O1CCC[CH2:28]1. The catalyst is CN(C)C1C=CN=CC=1. The product is [CH2:1]([O:3][C:4]([C:6]1[S:10][C:9]([NH:11][O:19][C:17]([O:16][C:12]([CH3:15])([CH3:14])[CH3:13])=[O:18])=[N:8][C:7]=1[CH3:28])=[O:5])[CH3:2]. The yield is 0.700.